Dataset: Catalyst prediction with 721,799 reactions and 888 catalyst types from USPTO. Task: Predict which catalyst facilitates the given reaction. Reactant: Cl[CH2:2][CH2:3][C:4]([C:6]1[CH:11]=[CH:10][CH:9]=[CH:8][CH:7]=1)=[O:5].[C:12]([O-:15])(=[O:14])[CH3:13].[Na+].[I-].[K+]. Product: [C:12]([O:15][CH2:2][CH2:3][C:4](=[O:5])[C:6]1[CH:11]=[CH:10][CH:9]=[CH:8][CH:7]=1)(=[O:14])[CH3:13]. The catalyst class is: 86.